From a dataset of NCI-60 drug combinations with 297,098 pairs across 59 cell lines. Regression. Given two drug SMILES strings and cell line genomic features, predict the synergy score measuring deviation from expected non-interaction effect. (1) Drug 1: CC(C1=C(C=CC(=C1Cl)F)Cl)OC2=C(N=CC(=C2)C3=CN(N=C3)C4CCNCC4)N. Drug 2: CC12CCC3C(C1CCC2OP(=O)(O)O)CCC4=C3C=CC(=C4)OC(=O)N(CCCl)CCCl.[Na+]. Cell line: OVCAR-8. Synergy scores: CSS=-1.68, Synergy_ZIP=-1.07, Synergy_Bliss=-2.04, Synergy_Loewe=-4.34, Synergy_HSA=-2.63. (2) Drug 1: C1=C(C(=O)NC(=O)N1)N(CCCl)CCCl. Drug 2: CNC(=O)C1=NC=CC(=C1)OC2=CC=C(C=C2)NC(=O)NC3=CC(=C(C=C3)Cl)C(F)(F)F. Cell line: SF-295. Synergy scores: CSS=56.3, Synergy_ZIP=4.31, Synergy_Bliss=4.46, Synergy_Loewe=4.39, Synergy_HSA=8.58. (3) Cell line: SF-539. Synergy scores: CSS=50.7, Synergy_ZIP=-3.95, Synergy_Bliss=-3.10, Synergy_Loewe=-1.50, Synergy_HSA=0.205. Drug 1: C1=CC=C(C(=C1)C(C2=CC=C(C=C2)Cl)C(Cl)Cl)Cl. Drug 2: CC1C(C(CC(O1)OC2CC(CC3=C2C(=C4C(=C3O)C(=O)C5=C(C4=O)C(=CC=C5)OC)O)(C(=O)CO)O)N)O.Cl. (4) Drug 1: C1=CC(=CC=C1CCC2=CNC3=C2C(=O)NC(=N3)N)C(=O)NC(CCC(=O)O)C(=O)O. Drug 2: CCCCC(=O)OCC(=O)C1(CC(C2=C(C1)C(=C3C(=C2O)C(=O)C4=C(C3=O)C=CC=C4OC)O)OC5CC(C(C(O5)C)O)NC(=O)C(F)(F)F)O. Cell line: OVCAR-5. Synergy scores: CSS=14.4, Synergy_ZIP=-5.73, Synergy_Bliss=-2.85, Synergy_Loewe=-3.54, Synergy_HSA=-2.45.